Dataset: Full USPTO retrosynthesis dataset with 1.9M reactions from patents (1976-2016). Task: Predict the reactants needed to synthesize the given product. Given the product [CH2:1]([O:3][C:4]([C:6]1[N:7]=[C:8]([C:17]2[CH:18]=[CH:19][C:14]([C:12]#[N:13])=[CH:15][C:16]=2[F:23])[O:9][CH:10]=1)=[O:5])[CH3:2], predict the reactants needed to synthesize it. The reactants are: [CH2:1]([O:3][C:4]([C:6]1[N:7]=[C:8](Cl)[O:9][CH:10]=1)=[O:5])[CH3:2].[C:12]([C:14]1[CH:19]=[CH:18][C:17](B(O)O)=[C:16]([F:23])[CH:15]=1)#[N:13].C([O-])([O-])=O.[Na+].[Na+].